Dataset: Forward reaction prediction with 1.9M reactions from USPTO patents (1976-2016). Task: Predict the product of the given reaction. (1) Given the reactants Br[C:2]1[C:3]([C:7]([NH2:9])=[O:8])=[CH:4][S:5][CH:6]=1.C([Sn]([C:23]#[C:24][Si:25]([CH3:28])([CH3:27])[CH3:26])(CCCC)CCCC)CCC, predict the reaction product. The product is: [CH3:26][Si:25]([C:24]#[C:23][C:2]1[C:3]([C:7]([NH2:9])=[O:8])=[CH:4][S:5][CH:6]=1)([CH3:28])[CH3:27]. (2) The product is: [CH3:12][O:11][C:10]1[CH:9]=[CH:8][C:5]([CH:6]=[C:16]([N+:13]([O-:15])=[O:14])[CH3:17])=[CH:4][C:3]=1[O:2][CH3:1]. Given the reactants [CH3:1][O:2][C:3]1[CH:4]=[C:5]([CH:8]=[CH:9][C:10]=1[O:11][CH3:12])[CH:6]=O.[N+:13]([CH2:16][CH3:17])([O-:15])=[O:14].Cl.CNC.[F-].[K+], predict the reaction product.